Dataset: Forward reaction prediction with 1.9M reactions from USPTO patents (1976-2016). Task: Predict the product of the given reaction. (1) Given the reactants [OH-].[K+].[Br:3][C:4]1[CH:9]=[CH:8][C:7]([OH:10])=[CH:6][CH:5]=1.F[C:12]1[CH:17]=[CH:16][CH:15]=[CH:14][C:13]=1[C:18]([F:21])([F:20])[F:19].O, predict the reaction product. The product is: [F:19][C:18]([F:21])([F:20])[C:13]1[CH:14]=[CH:15][CH:16]=[CH:17][C:12]=1[O:10][C:7]1[CH:8]=[CH:9][C:4]([Br:3])=[CH:5][CH:6]=1. (2) Given the reactants C(O[C:6]([NH:8][C@H:9]([CH:13]1[CH2:21][C:20]2[C:15](=[CH:16][CH:17]=[CH:18][CH:19]=2)[CH2:14]1)[C:10]([OH:12])=O)=[O:7])(C)(C)C.CN1CCOCC1.C(OC(Cl)=O)(C)C.[O:36]1[C:40]2[CH:41]=[CH:42][C:43]([CH:45]([NH:51][C@H:52](C(O)=O)[CH2:53][CH:54]([CH3:56])[CH3:55])[C:46]([N:48]([CH3:50])[CH3:49])=[O:47])=[CH:44][C:39]=2[CH:38]=[CH:37]1, predict the reaction product. The product is: [O:36]1[C:40]2[CH:41]=[CH:42][C:43]([CH:45]([N:51]3[C@H:52]([CH2:53][CH:54]([CH3:56])[CH3:55])[C:6](=[O:7])[NH:8][C@H:9]([CH:13]4[CH2:14][C:15]5[C:20](=[CH:19][CH:18]=[CH:17][CH:16]=5)[CH2:21]4)[C:10]3=[O:12])[C:46]([N:48]([CH3:49])[CH3:50])=[O:47])=[CH:44][C:39]=2[CH:38]=[CH:37]1. (3) Given the reactants [CH2:1]([S:3]([C:6]1[CH:11]=[CH:10][C:9](B(O)O)=[CH:8][CH:7]=1)(=[O:5])=[O:4])[CH3:2].Br[C:16]1[CH:21]=[CH:20][C:19]([C:22]2[O:23][C:24]([CH3:34])=[C:25]([CH2:27][CH2:28][N:29]3[CH2:33][CH2:32][CH2:31][CH2:30]3)[N:26]=2)=[CH:18][CH:17]=1, predict the reaction product. The product is: [CH2:1]([S:3]([C:6]1[CH:11]=[CH:10][C:9]([C:16]2[CH:21]=[CH:20][C:19]([C:22]3[O:23][C:24]([CH3:34])=[C:25]([CH2:27][CH2:28][N:29]4[CH2:30][CH2:31][CH2:32][CH2:33]4)[N:26]=3)=[CH:18][CH:17]=2)=[CH:8][CH:7]=1)(=[O:5])=[O:4])[CH3:2]. (4) Given the reactants [NH2:1][C:2]1[CH:7]=[CH:6][CH:5]=[CH:4][C:3]=1[NH:8][C:9]1[N:14]=[CH:13][N:12]=[C:11]([N:15]([CH3:31])[C:16]([NH:18][C:19]2[C:24]([Cl:25])=[C:23]([O:26][CH3:27])[CH:22]=[C:21]([O:28][CH3:29])[C:20]=2[Cl:30])=[O:17])[CH:10]=1.C(N(CC)CC)C.[C:39](O)(=[O:43])/[CH:40]=[CH:41]\[CH3:42].C(Cl)Cl.C(P1(=O)OP(=O)(CCC)OP(=O)(CCC)O1)CC, predict the reaction product. The product is: [Cl:25][C:24]1[C:23]([O:26][CH3:27])=[CH:22][C:21]([O:28][CH3:29])=[C:20]([Cl:30])[C:19]=1[NH:18][C:16](=[O:17])[N:15]([C:11]1[N:12]=[CH:13][N:14]=[C:9]([NH:8][C:3]2[CH:4]=[CH:5][CH:6]=[CH:7][C:2]=2[NH:1][C:39](=[O:43])/[CH:40]=[CH:41]\[CH3:42])[CH:10]=1)[CH3:31]. (5) Given the reactants ClC1C=C(C=CC=1)C(OO)=[O:6].[C:12]([C:14]1[CH:19]=[CH:18][C:17]([CH:20]2[CH2:25][CH2:24][N:23]([C:26]([C:28]3[CH:29]=[CH:30][C:31]([CH3:41])=[C:32]([NH:34][S:35]([CH2:38][CH:39]=[CH2:40])(=[O:37])=[O:36])[CH:33]=3)=[O:27])[CH2:22][CH2:21]2)=[CH:16][CH:15]=1)#[N:13], predict the reaction product. The product is: [C:12]([C:14]1[CH:19]=[CH:18][C:17]([CH:20]2[CH2:25][CH2:24][N:23]([C:26]([C:28]3[CH:29]=[CH:30][C:31]([CH3:41])=[C:32]([NH:34][S:35]([CH2:38][CH:39]4[CH2:40][O:6]4)(=[O:37])=[O:36])[CH:33]=3)=[O:27])[CH2:22][CH2:21]2)=[CH:16][CH:15]=1)#[N:13]. (6) Given the reactants [Si]([O:8][C@@H:9]1[C:13]2([CH2:15][CH2:14]2)[C:12](=[O:16])[N:11]([C:17]2[CH:24]=[CH:23][C:20]([C:21]#[N:22])=[C:19]([Cl:25])[CH:18]=2)[C@H:10]1[CH3:26])(C(C)(C)C)(C)C.C1COCC1.Cl.C(=O)([O-])O.[Na+], predict the reaction product. The product is: [Cl:25][C:19]1[CH:18]=[C:17]([N:11]2[C@@H:10]([CH3:26])[C@H:9]([OH:8])[C:13]3([CH2:15][CH2:14]3)[C:12]2=[O:16])[CH:24]=[CH:23][C:20]=1[C:21]#[N:22]. (7) Given the reactants [Br:1][C:2]1[C:23]([O:24][CH3:25])=[CH:22][C:5]2[N:6]([CH2:9][C:10]3[CH:21]=[CH:20][C:13]4[N:14]=[C:15](S(C)=O)[S:16][C:12]=4[CH:11]=3)[CH:7]=[N:8][C:4]=2[CH:3]=1.[NH2:26][C@@H:27]1[CH2:32][CH2:31][CH2:30][CH2:29][C@H:28]1[OH:33].CCN(C(C)C)C(C)C.O, predict the reaction product. The product is: [Br:1][C:2]1[C:23]([O:24][CH3:25])=[CH:22][C:5]2[N:6]([CH2:9][C:10]3[CH:21]=[CH:20][C:13]4[N:14]=[C:15]([NH:26][C@@H:27]5[CH2:32][CH2:31][CH2:30][CH2:29][C@H:28]5[OH:33])[S:16][C:12]=4[CH:11]=3)[CH:7]=[N:8][C:4]=2[CH:3]=1.